Dataset: Reaction yield outcomes from USPTO patents with 853,638 reactions. Task: Predict the reaction yield, written as a fraction of the theoretical maximum amount of product (1.0 means a 100% yield; for example, 0.34 means a 34% yield). The reactants are Br[CH2:2][CH2:3][CH2:4][CH2:5]Br.[Mg].[O:8]1[CH2:11][CH2:10][C:9]1=[O:12]. The catalyst is C1COCC1. The product is [OH:8][CH2:11][CH2:10][C:9]1([OH:12])[CH2:5][CH2:4][CH2:3][CH2:2]1. The yield is 0.180.